Dataset: Reaction yield outcomes from USPTO patents with 853,638 reactions. Task: Predict the reaction yield, written as a fraction of the theoretical maximum amount of product (1.0 means a 100% yield; for example, 0.34 means a 34% yield). (1) The reactants are [CH3:1][O:2][C:3]1[CH:4]=[CH:5][C:6]2[N:11]=[CH:10][C:9](=[O:12])[N:8]([CH2:13][CH2:14][C@@H:15]3[CH2:17][O:16]3)[C:7]=2[N:18]=1.[NH2:19][C@H:20]1[CH2:24][N:23]([C:25]2[CH:26]=[CH:27][C:28]3[O:29][CH2:30][C:31](=[O:35])[NH:32][C:33]=3[N:34]=2)[C:22](=[O:36])[CH2:21]1.C(OC(=O)N[C@@H]1CC(=O)NC1)(C)(C)C. The catalyst is C(O)C.O. The product is [OH:16][C@H:15]([CH2:14][CH2:13][N:8]1[C:9](=[O:12])[CH:10]=[N:11][C:6]2[CH:5]=[CH:4][C:3]([O:2][CH3:1])=[N:18][C:7]1=2)[CH2:17][NH:19][C@H:20]1[CH2:24][N:23]([C:25]2[CH:26]=[CH:27][C:28]3[O:29][CH2:30][C:31](=[O:35])[NH:32][C:33]=3[N:34]=2)[C:22](=[O:36])[CH2:21]1. The yield is 0.400. (2) The reactants are [CH2:1]([C@H:8]1[CH2:13][N:12]([C:14]2[CH:19]=[CH:18][C:17]([O:20][CH3:21])=[C:16]([O:22][CH:23]3[CH2:27][CH2:26][CH2:25][CH2:24]3)[CH:15]=2)[CH2:11][CH2:10][N:9]1[C:28](=[O:34])[C:29]([O:31]CC)=O)[C:2]1[CH:7]=[CH:6][CH:5]=[CH:4][CH:3]=1.[NH3:35].[C-]#N.[Na+]. The catalyst is CO. The product is [CH2:1]([C@H:8]1[CH2:13][N:12]([C:14]2[CH:19]=[CH:18][C:17]([O:20][CH3:21])=[C:16]([O:22][CH:23]3[CH2:27][CH2:26][CH2:25][CH2:24]3)[CH:15]=2)[CH2:11][CH2:10][N:9]1[C:28](=[O:34])[C:29]([NH2:35])=[O:31])[C:2]1[CH:3]=[CH:4][CH:5]=[CH:6][CH:7]=1. The yield is 0.780. (3) The reactants are [ClH:1].[S:2]1[CH:6]=[CH:5][C:4]2[C:7]([N:11]3[CH2:16][CH2:15][N:14]([CH2:17][CH2:18][CH2:19][O:20][C:21]4[C:28]([O:29][CH3:30])=[CH:27][C:26]([N:31]5[CH2:35][CH2:34][O:33][C:32]5=[O:36])=[CH:25][C:22]=4[CH:23]=[O:24])[CH2:13][CH2:12]3)=[CH:8][CH:9]=[CH:10][C:3]1=2.Cl.[K].[BH4-].[Na+].Cl.[OH-].[Na+]. No catalyst specified. The product is [ClH:1].[S:2]1[CH:6]=[CH:5][C:4]2[C:7]([N:11]3[CH2:16][CH2:15][N:14]([CH2:17][CH2:18][CH2:19][O:20][C:21]4[C:28]([O:29][CH3:30])=[CH:27][C:26]([N:31]5[CH2:35][CH2:34][O:33][C:32]5=[O:36])=[CH:25][C:22]=4[CH2:23][OH:24])[CH2:13][CH2:12]3)=[CH:8][CH:9]=[CH:10][C:3]1=2. The yield is 0.410.